This data is from Forward reaction prediction with 1.9M reactions from USPTO patents (1976-2016). The task is: Predict the product of the given reaction. (1) Given the reactants C[Si]([Br:5])(C)C.[Cl:6][C:7]1[CH:8]=[C:9]([CH:12]=[C:13]([Cl:26])[C:14]=1[C:15]1[S:16][C:17]2[C:18](Cl)=[N:19][CH:20]=[C:21]([F:24])[C:22]=2[N:23]=1)[C:10]#[N:11].C([O-])(O)=O.[Na+], predict the reaction product. The product is: [Br:5][C:18]1[C:17]2[S:16][C:15]([C:14]3[C:7]([Cl:6])=[CH:8][C:9]([C:10]#[N:11])=[CH:12][C:13]=3[Cl:26])=[N:23][C:22]=2[C:21]([F:24])=[CH:20][N:19]=1. (2) Given the reactants [Cl:1][C:2]1[CH:7]=[CH:6][C:5]([O:8][C:9]2[CH:10]=[C:11]([CH:14]=[CH:15][CH:16]=2)[C:12]#[N:13])=[CH:4][CH:3]=1.C1COCC1.[H-].[Al+3].[Li+].[H-].[H-].[H-].[OH-].[Na+], predict the reaction product. The product is: [Cl:1][C:2]1[CH:7]=[CH:6][C:5]([O:8][C:9]2[CH:10]=[C:11]([CH:14]=[CH:15][CH:16]=2)[CH2:12][NH2:13])=[CH:4][CH:3]=1. (3) Given the reactants Br[C:2]1[CH:11]=[CH:10][C:5]([C:6]([O:8][CH3:9])=[O:7])=[CH:4][C:3]=1[S:12](=[O:18])(=[O:17])[NH:13][CH2:14][CH2:15][OH:16].CO.C[O-].[Na+], predict the reaction product. The product is: [S:12]1(=[O:18])(=[O:17])[NH:13][CH2:14][CH2:15][O:16][C:2]2[CH:11]=[CH:10][C:5]([C:6]([O:8][CH3:9])=[O:7])=[CH:4][C:3]1=2. (4) Given the reactants ON1C(=O)CCC1=O.C1(N=C=NC2CCCCC2)CCCCC1.[Br:24][C:25]1[CH:26]=[C:27]([CH:31]=[CH:32][C:33]=1[Br:34])[C:28]([OH:30])=O.[NH2:35][CH2:36][CH2:37][CH2:38][CH2:39][CH2:40][C:41]([OH:43])=[O:42].C(N(CC)C(C)C)(C)C, predict the reaction product. The product is: [Br:24][C:25]1[CH:26]=[C:27]([CH:31]=[CH:32][C:33]=1[Br:34])[C:28]([NH:35][CH2:36][CH2:37][CH2:38][CH2:39][CH2:40][C:41]([OH:43])=[O:42])=[O:30]. (5) Given the reactants [NH2:1][CH:2]1[CH2:7][CH2:6][N:5]([CH2:8][CH2:9][N:10]2[C:19]3[C:14](=[CH:15][CH:16]=[C:17]([O:20][CH3:21])[CH:18]=3)[N:13]=[CH:12][C:11]2=[O:22])[CH2:4][CH2:3]1.[C:23]([O:27][C:28](=[O:39])[NH:29][C:30]1[CH:35]=[C:34]([CH:36]=O)[CH:33]=[CH:32][C:31]=1[CH3:38])([CH3:26])([CH3:25])[CH3:24].C(O[BH-](OC(=O)C)OC(=O)C)(=O)C.[Na+].C(=O)([O-])O.[Na+], predict the reaction product. The product is: [C:23]([O:27][C:28](=[O:39])[NH:29][C:30]1[CH:35]=[C:34]([CH2:36][NH:1][CH:2]2[CH2:3][CH2:4][N:5]([CH2:8][CH2:9][N:10]3[C:19]4[C:14](=[CH:15][CH:16]=[C:17]([O:20][CH3:21])[CH:18]=4)[N:13]=[CH:12][C:11]3=[O:22])[CH2:6][CH2:7]2)[CH:33]=[CH:32][C:31]=1[CH3:38])([CH3:26])([CH3:25])[CH3:24]. (6) Given the reactants [Cl:1][C:2]1[N:10]=[C:9]2[C:5]([N:6]=[CH:7][N:8]2[CH:11]2[CH2:15][CH2:14][O:13][CH2:12]2)=[C:4](Cl)[N:3]=1.[I:17][C:18]1[CH:19]=[C:20]([CH2:24][NH2:25])[CH:21]=[CH:22][CH:23]=1, predict the reaction product. The product is: [Cl:1][C:2]1[N:10]=[C:9]2[C:5]([N:6]=[CH:7][N:8]2[CH:11]2[CH2:15][CH2:14][O:13][CH2:12]2)=[C:4]([NH:25][CH2:24][C:20]2[CH:21]=[CH:22][CH:23]=[C:18]([I:17])[CH:19]=2)[N:3]=1. (7) Given the reactants [C:1]([C:4]1[CH:11]=[CH:10][C:7]([C:8]#[N:9])=[CH:6][C:5]=1[Cl:12])(=[O:3])[CH3:2].[B].[Na], predict the reaction product. The product is: [Cl:12][C:5]1[CH:6]=[C:7]([CH:10]=[CH:11][C:4]=1[CH:1]([OH:3])[CH3:2])[C:8]#[N:9]. (8) Given the reactants Cl[C:2]1[N:3]=[CH:4][C:5]2[C:10]([CH3:11])=[C:9]([C:12]3[CH:17]=[CH:16][CH:15]=[CH:14][C:13]=3[Cl:18])[N:8]([CH2:19][C@@H:20]3[CH2:25][CH2:24][CH2:23][N:22]([C:26]([O:28][C:29]([CH3:32])([CH3:31])[CH3:30])=[O:27])[CH2:21]3)[C:6]=2[N:7]=1.[F:33][C:34]1[CH:35]=[C:36]([CH:39]=[CH:40][C:41]=1[F:42])[CH2:37][NH2:38], predict the reaction product. The product is: [Cl:18][C:13]1[CH:14]=[CH:15][CH:16]=[CH:17][C:12]=1[C:9]1[N:8]([CH2:19][C@H:20]2[CH2:25][CH2:24][CH2:23][N:22]([C:26]([O:28][C:29]([CH3:32])([CH3:31])[CH3:30])=[O:27])[CH2:21]2)[C:6]2[N:7]=[C:2]([NH:38][CH2:37][C:36]3[CH:39]=[CH:40][C:41]([F:42])=[C:34]([F:33])[CH:35]=3)[N:3]=[CH:4][C:5]=2[C:10]=1[CH3:11].